This data is from Reaction yield outcomes from USPTO patents with 853,638 reactions. The task is: Predict the reaction yield, written as a fraction of the theoretical maximum amount of product (1.0 means a 100% yield; for example, 0.34 means a 34% yield). (1) The reactants are [N:1]1[CH:6]=[CH:5][CH:4]=[C:3]([S:7](Cl)(=[O:9])=[O:8])[CH:2]=1.[O:11]1[C:15]2[CH:16]=[CH:17][CH:18]=[CH:19][C:14]=2[CH:13]=[C:12]1[CH2:20][NH2:21].Cl.C1(C2N=NC(CN)=CC=2)C=CC=CC=1. The product is [O:11]1[C:15]2[CH:16]=[CH:17][CH:18]=[CH:19][C:14]=2[CH:13]=[C:12]1[CH2:20][NH:21][S:7]([C:3]1[CH:2]=[N:1][CH:6]=[CH:5][CH:4]=1)(=[O:9])=[O:8]. No catalyst specified. The yield is 0.960. (2) The reactants are F[C:2]1[CH:7]=[CH:6][C:5]([N:8]2[CH2:12][CH2:11][N:10]([C:13]3[CH:14]=[N:15][CH:16]=[CH:17][C:18]=3[CH3:19])[C:9]2=[O:20])=[CH:4][C:3]=1[C:21](=[N:23][OH:24])[CH3:22].[H-].[Na+].CO. The catalyst is CN(C=O)C.C(Cl)(Cl)Cl. The product is [CH3:22][C:21]1[C:3]2[CH:4]=[C:5]([N:8]3[CH2:12][CH2:11][N:10]([C:13]4[CH:14]=[N:15][CH:16]=[CH:17][C:18]=4[CH3:19])[C:9]3=[O:20])[CH:6]=[CH:7][C:2]=2[O:24][N:23]=1. The yield is 0.145. (3) The product is [Cl:17][C:5]1[C:6]([NH:8][C@H:9]2[CH2:13][CH2:12][CH2:11][C@H:10]2[C:14]([NH2:16])=[O:15])=[N:7][C:2]([NH:31][C:28]2[CH:29]=[CH:30][C:23]3[CH2:22][CH2:21][N:20]([CH2:18][CH3:19])[CH2:26][CH2:25][C:24]=3[CH:27]=2)=[N:3][CH:4]=1. The reactants are Cl[C:2]1[N:7]=[C:6]([NH:8][C@H:9]2[CH2:13][CH2:12][CH2:11][C@H:10]2[C:14]([NH2:16])=[O:15])[C:5]([Cl:17])=[CH:4][N:3]=1.[CH2:18]([N:20]1[CH2:26][CH2:25][C:24]2[CH:27]=[C:28]([NH2:31])[CH:29]=[CH:30][C:23]=2[CH2:22][CH2:21]1)[CH3:19].COCCO.Cl.O1CCOCC1. The yield is 0.200. No catalyst specified. (4) The reactants are [O:1]1[CH:5]=[CH:4][N:3]=[CH:2]1.[Li]CCCC.I[C:12]1[CH:13]=[C:14]([C:22]([O:24][CH3:25])=[O:23])[CH:15]=[C:16]([CH:21]=1)[C:17]([O:19][CH3:20])=[O:18]. The catalyst is C1COCC1.CCOC(C)=O.O.[Cl-].[Cl-].[Zn+2].C1C=CC([P]([Pd]([P](C2C=CC=CC=2)(C2C=CC=CC=2)C2C=CC=CC=2)([P](C2C=CC=CC=2)(C2C=CC=CC=2)C2C=CC=CC=2)[P](C2C=CC=CC=2)(C2C=CC=CC=2)C2C=CC=CC=2)(C2C=CC=CC=2)C2C=CC=CC=2)=CC=1. The product is [O:1]1[CH:5]=[CH:4][N:3]=[C:2]1[C:12]1[CH:21]=[C:16]([C:17]([O:19][CH3:20])=[O:18])[CH:15]=[C:14]([CH:13]=1)[C:22]([O:24][CH3:25])=[O:23]. The yield is 0.540.